This data is from Forward reaction prediction with 1.9M reactions from USPTO patents (1976-2016). The task is: Predict the product of the given reaction. Given the reactants C([O:3][C:4](=[O:19])[C:5]([NH:15]C(=O)C)([CH2:11][CH:12]([F:14])[F:13])C(OCC)=O)C.[ClH:20], predict the reaction product. The product is: [ClH:20].[NH2:15][CH:5]([CH2:11][CH:12]([F:14])[F:13])[C:4]([OH:19])=[O:3].